Dataset: Peptide-MHC class I binding affinity with 185,985 pairs from IEDB/IMGT. Task: Regression. Given a peptide amino acid sequence and an MHC pseudo amino acid sequence, predict their binding affinity value. This is MHC class I binding data. (1) The peptide sequence is YVSSIFLHL. The MHC is HLA-A02:06 with pseudo-sequence HLA-A02:06. The binding affinity (normalized) is 0.751. (2) The peptide sequence is PPPPPPPGL. The MHC is Mamu-A01 with pseudo-sequence Mamu-A01. The binding affinity (normalized) is 0. (3) The peptide sequence is FHNNWGATL. The MHC is HLA-A11:01 with pseudo-sequence HLA-A11:01. The binding affinity (normalized) is 0.0847.